Dataset: Reaction yield outcomes from USPTO patents with 853,638 reactions. Task: Predict the reaction yield, written as a fraction of the theoretical maximum amount of product (1.0 means a 100% yield; for example, 0.34 means a 34% yield). (1) The reactants are Br[C:2]1[CH:7]=[C:6]([F:8])[CH:5]=[C:4]([Cl:9])[CH:3]=1.[Mg].CON(C)[C:14]([C@@H:16]1[CH2:21][CH2:20][CH2:19][N:18]([C:22]([O:24][C:25]([CH3:28])([CH3:27])[CH3:26])=[O:23])[CH2:17]1)=[O:15]. The catalyst is C1COCC1. The product is [Cl:9][C:4]1[CH:3]=[C:2]([CH:7]=[C:6]([F:8])[CH:5]=1)[C:14]([C@@H:16]1[CH2:21][CH2:20][CH2:19][N:18]([C:22]([O:24][C:25]([CH3:28])([CH3:27])[CH3:26])=[O:23])[CH2:17]1)=[O:15]. The yield is 0.980. (2) The reactants are [NH2:1][C:2]1[N:7]=[CH:6][C:5]([C:8]#[CH:9])=[CH:4][N:3]=1.Br[C:11]1[S:15][C:14]([NH:16][C:17]([NH:19][CH2:20][C:21]2[O:22][C:23]([CH3:26])=[CH:24][CH:25]=2)=[O:18])=[N:13][CH:12]=1.CN(C)C(N(C)C)=N. The catalyst is CN(C=O)C.[Cu]I. The product is [NH2:1][C:2]1[N:7]=[CH:6][C:5]([C:8]#[C:9][C:11]2[S:15][C:14]([NH:16][C:17]([NH:19][CH2:20][C:21]3[O:22][C:23]([CH3:26])=[CH:24][CH:25]=3)=[O:18])=[N:13][CH:12]=2)=[CH:4][N:3]=1. The yield is 0.0900. (3) The reactants are [C:1]([O:5][C:6]([NH:8][C@H:9]([C:11]1[CH:19]=[CH:18][C:14]([C:15]([OH:17])=O)=[C:13]([F:20])[CH:12]=1)[CH3:10])=[O:7])([CH3:4])([CH3:3])[CH3:2].Cl.[CH3:22][NH:23][O:24][CH3:25].CN(C(ON1N=NC2C=CC=NC1=2)=[N+](C)C)C.F[P-](F)(F)(F)(F)F.CCN(C(C)C)C(C)C. The catalyst is CN(C=O)C.CCOC(C)=O.CCOC(C)=O.CCCCCCC. The product is [F:20][C:13]1[CH:12]=[C:11]([C@@H:9]([NH:8][C:6](=[O:7])[O:5][C:1]([CH3:2])([CH3:3])[CH3:4])[CH3:10])[CH:19]=[CH:18][C:14]=1[C:15](=[O:17])[N:23]([O:24][CH3:25])[CH3:22]. The yield is 0.920. (4) The reactants are [Cl:1][C:2]1[C:3]([S:24]([NH2:27])(=[O:26])=[O:25])=[N:4][CH:5]=[C:6]([C:9]([N:11]2[CH2:16][CH2:15][CH:14]([C:17]3[CH:22]=[CH:21][C:20]([F:23])=[CH:19][CH:18]=3)[CH2:13][CH2:12]2)=[O:10])[C:7]=1O.P(Cl)(Cl)([Cl:30])=O.C(=O)([O-])O.[Na+]. The catalyst is C(#N)C. The product is [Cl:1][C:2]1[C:3]([S:24]([NH2:27])(=[O:26])=[O:25])=[N:4][CH:5]=[C:6]([C:9]([N:11]2[CH2:16][CH2:15][CH:14]([C:17]3[CH:22]=[CH:21][C:20]([F:23])=[CH:19][CH:18]=3)[CH2:13][CH2:12]2)=[O:10])[C:7]=1[Cl:30]. The yield is 0.920. (5) The reactants are C(OC(=O)[NH:7][CH:8]([CH3:16])[CH2:9][N:10]1[CH2:15][CH2:14][O:13][CH2:12][CH2:11]1)(C)(C)C.Cl. The catalyst is CO. The product is [CH3:16][C@H:8]([NH2:7])[CH2:9][N:10]1[CH2:15][CH2:14][O:13][CH2:12][CH2:11]1. The yield is 0.960. (6) The catalyst is C(Cl)Cl.CCOCC. The product is [Br:8][C:3]1[CH:4]=[CH:5][C:6]([O:7][Si:12]([CH:16]([CH3:18])[CH3:17])([CH:13]([CH3:15])[CH3:14])[CH:9]([CH3:11])[CH3:10])=[CH:1][CH:2]=1. The yield is 0.820. The reactants are [CH:1]1[C:6]([OH:7])=[CH:5][CH:4]=[C:3]([Br:8])[CH:2]=1.[CH:9]([Si:12](Cl)([CH:16]([CH3:18])[CH3:17])[CH:13]([CH3:15])[CH3:14])([CH3:11])[CH3:10].N1C=CN=C1. (7) The reactants are [CH3:1][C:2](=[CH2:16])[CH2:3][CH2:4][O:5][C:6]1[CH:7]=[C:8]([NH:12][C:13](=[O:15])[CH3:14])[CH:9]=[CH:10][CH:11]=1.[Al+3].[Cl-].[Cl-].[Cl-].O. The catalyst is FC1C=CC=CC=1. The product is [CH3:16][C:2]1([CH3:1])[C:11]2[C:6](=[CH:7][C:8]([NH:12][C:13](=[O:15])[CH3:14])=[CH:9][CH:10]=2)[O:5][CH2:4][CH2:3]1. The yield is 0.540.